This data is from Catalyst prediction with 721,799 reactions and 888 catalyst types from USPTO. The task is: Predict which catalyst facilitates the given reaction. (1) Reactant: [N:1]1[CH:6]=[CH:5][CH:4]=[CH:3][C:2]=1[CH3:7].C([Li])CCC.[C:13]1(=[O:22])[C:21]2[C:16](=[CH:17][CH:18]=[CH:19][CH:20]=2)[CH2:15][CH2:14]1.Cl. Product: [N:1]1[CH:6]=[CH:5][CH:4]=[CH:3][C:2]=1[CH2:7][C:13]1([OH:22])[C:21]2[C:16](=[CH:17][CH:18]=[CH:19][CH:20]=2)[CH2:15][CH2:14]1. The catalyst class is: 7. (2) Reactant: [Na].[CH3:2][O:3][C:4]1[CH:9]=[CH:8][CH:7]=[C:6]([O:10][CH3:11])[C:5]=1[C:12](=O)[CH2:13][C:14](=O)[C:15]([O:17][CH2:18][CH3:19])=[O:16].FC(F)(F)C(O)=O.[CH2:29]([NH:33][NH2:34])[CH:30]([CH3:32])[CH3:31].Cl. Product: [CH3:2][O:3][C:4]1[CH:9]=[CH:8][CH:7]=[C:6]([O:10][CH3:11])[C:5]=1[C:12]1[N:33]([CH2:29][CH:30]([CH3:32])[CH3:31])[N:34]=[C:14]([C:15]([O:17][CH2:18][CH3:19])=[O:16])[CH:13]=1. The catalyst class is: 211. (3) Reactant: [Br:1][C:2]1[CH:3]=[C:4]([CH2:7][OH:8])[S:5][CH:6]=1.[Si:9](Cl)([C:22]([CH3:25])([CH3:24])[CH3:23])([C:16]1[CH:21]=[CH:20][CH:19]=[CH:18][CH:17]=1)[C:10]1[CH:15]=[CH:14][CH:13]=[CH:12][CH:11]=1.N1C=CN=C1. Product: [Br:1][C:2]1[CH:3]=[C:4]([CH2:7][O:8][Si:9]([C:22]([CH3:25])([CH3:24])[CH3:23])([C:16]2[CH:17]=[CH:18][CH:19]=[CH:20][CH:21]=2)[C:10]2[CH:15]=[CH:14][CH:13]=[CH:12][CH:11]=2)[S:5][CH:6]=1. The catalyst class is: 2. (4) Reactant: [N:1]1([NH:7][C:8]([C:10]2[C:14]([CH3:15])=[C:13]([C:16]3[CH:21]=[CH:20][C:19]([OH:22])=[CH:18][CH:17]=3)[N:12]([C:23]3[CH:28]=[CH:27][C:26]([Cl:29])=[CH:25][C:24]=3[Cl:30])[N:11]=2)=[O:9])[CH2:6][CH2:5][CH2:4][CH2:3][CH2:2]1.C(N(CC)CC)C.[F:38][C:39]([F:47])([F:46])[CH2:40][CH2:41][S:42](Cl)(=[O:44])=[O:43].FC(F)(F)CCCS(Cl)(=O)=O. Product: [Cl:30][C:24]1[CH:25]=[C:26]([Cl:29])[CH:27]=[CH:28][C:23]=1[N:12]1[C:13]([C:16]2[CH:17]=[CH:18][C:19]([O:22][S:42]([CH2:41][CH2:40][C:39]([F:47])([F:46])[F:38])(=[O:44])=[O:43])=[CH:20][CH:21]=2)=[C:14]([CH3:15])[C:10]([C:8](=[O:9])[NH:7][N:1]2[CH2:6][CH2:5][CH2:4][CH2:3][CH2:2]2)=[N:11]1. The catalyst class is: 34. (5) Reactant: [C:1]1([CH:7]2[N:21]3[C:22]4[C:14]([C:15]5[C:20]3=[CH:19][CH:18]=[CH:17][C:16]=5[OH:23])=[CH:13][CH:12]=[CH:11][C:10]=4[O:9][CH2:8]2)[CH:6]=[CH:5][CH:4]=[CH:3][CH:2]=1.C(=O)([O-])[O-].[K+].[K+].Br[CH2:31][C:32]#[N:33]. Product: [C:1]1([CH:7]2[N:21]3[C:22]4[C:14]([C:15]5[C:16]([O:23][CH2:31][C:32]#[N:33])=[CH:17][CH:18]=[CH:19][C:20]=53)=[CH:13][CH:12]=[CH:11][C:10]=4[O:9][CH2:8]2)[CH:2]=[CH:3][CH:4]=[CH:5][CH:6]=1. The catalyst class is: 3. (6) Reactant: [CH3:1][O:2][C:3]1[CH:8]=[C:7]([N+:9]([O-])=O)[CH:6]=[CH:5][C:4]=1[C:12]1[O:16][CH:15]=[N:14][CH:13]=1.[H][H]. Product: [CH3:1][O:2][C:3]1[CH:8]=[C:7]([NH2:9])[CH:6]=[CH:5][C:4]=1[C:12]1[O:16][CH:15]=[N:14][CH:13]=1. The catalyst class is: 13.